This data is from Full USPTO retrosynthesis dataset with 1.9M reactions from patents (1976-2016). The task is: Predict the reactants needed to synthesize the given product. Given the product [CH3:19][C:20]([CH3:24])([CH3:23])[C:21]#[C:22][C:2]1[C:3]([NH2:11])=[N:4][CH:5]=[C:6]([N+:8]([O-:10])=[O:9])[CH:7]=1, predict the reactants needed to synthesize it. The reactants are: Br[C:2]1[C:3]([NH2:11])=[N:4][CH:5]=[C:6]([N+:8]([O-:10])=[O:9])[CH:7]=1.CCN(CC)CC.[CH3:19][C:20]([CH3:24])([CH3:23])[C:21]#[CH:22].N#N.